This data is from Full USPTO retrosynthesis dataset with 1.9M reactions from patents (1976-2016). The task is: Predict the reactants needed to synthesize the given product. (1) Given the product [S:8]1[C:3]2[CH:4]=[CH:5][CH:6]=[CH:7][C:2]=2[N:1]=[C:13]1[C:12]1[CH:11]=[C:10]([Br:9])[C:17]([OH:18])=[C:16]([Br:19])[CH:15]=1, predict the reactants needed to synthesize it. The reactants are: [NH2:1][C:2]1[CH:7]=[CH:6][CH:5]=[CH:4][C:3]=1[SH:8].[Br:9][C:10]1[CH:11]=[C:12]([CH:15]=[C:16]([Br:19])[C:17]=1[OH:18])[CH:13]=O. (2) Given the product [C:30]([C:32]1[CH:33]=[CH:34][C:35]([C:38]([NH:1][C:2]2[CH:3]=[CH:4][C:5]([F:29])=[C:6]([C@:8]3([CH3:28])[CH2:13][N:12]4[C:14]([CH:17]([F:19])[F:18])=[CH:15][N:16]=[C:11]4[C:10]([NH:20][C:21](=[O:27])[O:22][C:23]([CH3:24])([CH3:25])[CH3:26])=[N:9]3)[CH:7]=2)=[O:39])=[N:36][CH:37]=1)#[N:31], predict the reactants needed to synthesize it. The reactants are: [NH2:1][C:2]1[CH:3]=[CH:4][C:5]([F:29])=[C:6]([C@:8]2([CH3:28])[CH2:13][N:12]3[C:14]([CH:17]([F:19])[F:18])=[CH:15][N:16]=[C:11]3[C:10]([NH:20][C:21](=[O:27])[O:22][C:23]([CH3:26])([CH3:25])[CH3:24])=[N:9]2)[CH:7]=1.[C:30]([C:32]1[CH:33]=[CH:34][C:35]([C:38](O)=[O:39])=[N:36][CH:37]=1)#[N:31]. (3) Given the product [CH2:1]([N:8]1[CH2:13][CH2:12][C@@H:11]([O:14][C:25](=[O:26])[C:24]([CH3:29])([CH3:28])[CH3:23])[C@H:10]([CH3:15])[CH2:9]1)[C:2]1[CH:3]=[CH:4][CH:5]=[CH:6][CH:7]=1, predict the reactants needed to synthesize it. The reactants are: [CH2:1]([N:8]1[CH2:13][CH2:12][CH:11]([OH:14])[CH:10]([CH3:15])[CH2:9]1)[C:2]1[CH:7]=[CH:6][CH:5]=[CH:4][CH:3]=1.C(N(CC)CC)C.[CH3:23][C:24]([CH3:29])([CH3:28])[C:25](Cl)=[O:26]. (4) Given the product [NH2:8][CH:9]([C:26]([CH3:29])([CH3:30])[CH:27]=[CH2:28])[C:10]([N:12]([CH3:25])[C@@H:13]([CH:22]([CH3:24])[CH3:23])/[CH:14]=[C:15](\[CH3:21])/[C:16]([O:18][CH2:19][CH3:20])=[O:17])=[O:11], predict the reactants needed to synthesize it. The reactants are: C(OC([NH:8][CH:9]([C:26]([CH3:30])([CH3:29])[CH:27]=[CH2:28])[C:10]([N:12]([CH3:25])[C@@H:13]([CH:22]([CH3:24])[CH3:23])/[CH:14]=[C:15](\[CH3:21])/[C:16]([O:18][CH2:19][CH3:20])=[O:17])=[O:11])=O)(C)(C)C.Cl.O1CCOCC1. (5) Given the product [CH3:12][O:11][C:3]1[CH:4]=[C:5]([N+:8]([O-:10])=[O:9])[CH:6]=[CH:7][C:2]=1[P:28]([C:22]1[CH:27]=[CH:26][CH:25]=[CH:24][CH:23]=1)(=[O:32])[O:29][CH2:30][CH3:31], predict the reactants needed to synthesize it. The reactants are: I[C:2]1[CH:7]=[CH:6][C:5]([N+:8]([O-:10])=[O:9])=[CH:4][C:3]=1[O:11][CH3:12].CCN(C(C)C)C(C)C.[C:22]1([PH:28](=[O:32])[O:29][CH2:30][CH3:31])[CH:27]=[CH:26][CH:25]=[CH:24][CH:23]=1. (6) Given the product [Cl:38][C:16]1[C:11]2[C:12](=[C:8]([C:5]3[CH:6]=[CH:7][C:2]([Cl:1])=[CH:3][CH:4]=3)[N:9]([C:18]3[CH:23]=[CH:22][CH:21]=[CH:20][C:19]=3[Cl:24])[N:10]=2)[N:13]=[CH:14][N:15]=1, predict the reactants needed to synthesize it. The reactants are: [Cl:1][C:2]1[CH:7]=[CH:6][C:5]([C:8]2[N:9]([C:18]3[CH:23]=[CH:22][CH:21]=[CH:20][C:19]=3[Cl:24])[N:10]=[C:11]3[C:16](O)=[N:15][CH:14]=[N:13][C:12]=23)=[CH:4][CH:3]=1.C(N(CC)C1C=CC=CC=1)C.O=P(Cl)(Cl)[Cl:38]. (7) Given the product [CH3:1][C:2]1[CH:7]=[C:6]([CH3:8])[CH:5]=[C:4]([CH3:9])[C:3]=1[CH:10]1[C:11](=[O:21])[CH:12]2[CH:17]([CH:16]3[O:20][CH:13]2[CH2:14][CH2:15]3)[C:18]1=[O:19], predict the reactants needed to synthesize it. The reactants are: [CH3:1][C:2]1[CH:7]=[C:6]([CH3:8])[CH:5]=[C:4]([CH3:9])[C:3]=1[CH:10]1[C:18](=[O:19])[CH:17]2[CH:12]([CH:13]3[O:20][CH:16]2[CH:15]=[CH:14]3)[C:11]1=[O:21]. (8) Given the product [CH2:17]([O:16][C:8]1[CH:9]=[CH:10][C:11]2[O:12][C:13]3[C:4](=[CH:3][CH:2]=[CH:15][CH:14]=3)[C@@:5]3([CH2:25][O:24][C:23]([NH2:26])=[N:22]3)[C:6]=2[CH:7]=1)[C:18]([CH3:21])([CH3:20])[CH3:19], predict the reactants needed to synthesize it. The reactants are: Br[C:2]1[CH:15]=[CH:14][C:13]2[O:12][C:11]3[C:6](=[CH:7][C:8]([O:16][CH2:17][C:18]([CH3:21])([CH3:20])[CH3:19])=[CH:9][CH:10]=3)[C@:5]3([CH2:25][O:24][C:23]([NH2:26])=[N:22]3)[C:4]=2[CH:3]=1. (9) Given the product [CH:23]1([CH:26]([CH:27]2[CH2:29][CH2:28]2)[NH:30][C:20]([C:17]2[CH:16]=[CH:15][C:14]([C:3]3[CH:4]=[C:5]([C:8]4[O:9][C:10]([CH3:13])=[N:11][N:12]=4)[CH:6]=[CH:7][C:2]=3[CH3:1])=[CH:19][CH:18]=2)=[O:21])[CH2:25][CH2:24]1, predict the reactants needed to synthesize it. The reactants are: [CH3:1][C:2]1[CH:7]=[CH:6][C:5]([C:8]2[O:9][C:10]([CH3:13])=[N:11][N:12]=2)=[CH:4][C:3]=1[C:14]1[CH:19]=[CH:18][C:17]([C:20](O)=[O:21])=[CH:16][CH:15]=1.[CH:23]1([CH:26]([NH2:30])[CH:27]2[CH2:29][CH2:28]2)[CH2:25][CH2:24]1.